Dataset: Catalyst prediction with 721,799 reactions and 888 catalyst types from USPTO. Task: Predict which catalyst facilitates the given reaction. (1) Reactant: [C:1]([C:3]1[CH:8]=[CH:7][C:6]([C:9]2[N:13]3[CH:14]=[C:15]([C:18]4[CH:40]=[CH:39][C:21]([C:22]([N:24]5[CH2:29][CH2:28][CH:27]([CH2:30][NH:31]C(=O)OC(C)(C)C)[CH2:26][CH2:25]5)=[O:23])=[CH:20][CH:19]=4)[CH:16]=[CH:17][C:12]3=[N:11][CH:10]=2)=[CH:5][CH:4]=1)#[N:2].C(O)(C(F)(F)F)=O. Product: [NH2:31][CH2:30][CH:27]1[CH2:28][CH2:29][N:24]([C:22]([C:21]2[CH:39]=[CH:40][C:18]([C:15]3[CH:16]=[CH:17][C:12]4[N:13]([C:9]([C:6]5[CH:5]=[CH:4][C:3]([C:1]#[N:2])=[CH:8][CH:7]=5)=[CH:10][N:11]=4)[CH:14]=3)=[CH:19][CH:20]=2)=[O:23])[CH2:25][CH2:26]1. The catalyst class is: 22. (2) Reactant: [F:1][C:2]1[CH:3]=[C:4]([C:9]2[CH:14]=[CH:13][CH:12]=[CH:11][CH:10]=2)[CH:5]=[C:6]([F:8])[CH:7]=1.[Li]N1C(C)(C)CCCC1(C)C.[Li]CCCC.CC1CCCN(C)C1(C)C.[C:41](=[O:43])=[O:42]. Product: [F:1][C:2]1[CH:3]=[C:4]([C:9]2[CH:14]=[CH:13][CH:12]=[CH:11][CH:10]=2)[CH:5]=[C:6]([F:8])[C:7]=1[C:41]([OH:43])=[O:42]. The catalyst class is: 1.